From a dataset of Reaction yield outcomes from USPTO patents with 853,638 reactions. Predict the reaction yield, written as a fraction of the theoretical maximum amount of product (1.0 means a 100% yield; for example, 0.34 means a 34% yield). The reactants are C(OC([N:8]1[CH2:12][CH:11]([O:13][C:14](=[O:19])[C:15]([CH3:18])([CH3:17])[CH3:16])[CH2:10][N:9]1[C:20]([O:22][CH2:23][C:24]1[CH:29]=[CH:28][CH:27]=[CH:26][CH:25]=1)=[O:21])=O)(C)(C)C.S(Cl)(Cl)=O.Cl. The catalyst is CO. The product is [CH2:23]([O:22][C:20]([N:9]1[CH2:10][CH:11]([O:13][C:14](=[O:19])[C:15]([CH3:17])([CH3:16])[CH3:18])[CH2:12][NH:8]1)=[O:21])[C:24]1[CH:29]=[CH:28][CH:27]=[CH:26][CH:25]=1. The yield is 0.980.